From a dataset of Full USPTO retrosynthesis dataset with 1.9M reactions from patents (1976-2016). Predict the reactants needed to synthesize the given product. (1) Given the product [NH2:12][C@H:13]1[CH2:18][CH2:17][N:16]([C:19]([O:21][C:22]([CH3:25])([CH3:24])[CH3:23])=[O:20])[CH2:15][C@H:14]1[O:26][CH2:27][C:28]1[CH:29]=[CH:30][CH:31]=[CH:32][CH:33]=1, predict the reactants needed to synthesize it. The reactants are: C([O-])=O.[NH4+].C([NH:12][C@H:13]1[CH2:18][CH2:17][N:16]([C:19]([O:21][C:22]([CH3:25])([CH3:24])[CH3:23])=[O:20])[CH2:15][C@H:14]1[O:26][CH2:27][C:28]1[CH:33]=[CH:32][CH:31]=[CH:30][CH:29]=1)C1C=CC=CC=1. (2) Given the product [OH:7][CH2:6][CH:2]1[CH2:3][CH2:4][CH2:5][N:1]1[CH2:9][C:10]#[N:11], predict the reactants needed to synthesize it. The reactants are: [NH:1]1[CH2:5][CH2:4][CH2:3][CH:2]1[CH2:6][OH:7].Br[CH2:9][C:10]#[N:11].CCN(CC)CC.